This data is from Full USPTO retrosynthesis dataset with 1.9M reactions from patents (1976-2016). The task is: Predict the reactants needed to synthesize the given product. (1) Given the product [Br:1][C:2]1[CH:7]=[CH:6][C:5]([O:8][CH2:11][CH2:12][N:13]2[CH2:18][CH2:17][O:16][CH2:15][CH2:14]2)=[C:4]([F:9])[CH:3]=1, predict the reactants needed to synthesize it. The reactants are: [Br:1][C:2]1[CH:7]=[CH:6][C:5]([OH:8])=[C:4]([F:9])[CH:3]=1.O[CH2:11][CH2:12][N:13]1[CH2:18][CH2:17][O:16][CH2:15][CH2:14]1.C1(P(C2C=CC=CC=2)C2C=CC=CC=2)C=CC=CC=1.N(C(OCC)=O)=NC(OCC)=O. (2) The reactants are: [F:1][C:2]([F:11])([F:10])[C:3]1[CH:9]=[CH:8][C:6]([NH2:7])=[CH:5][CH:4]=1.C(N(CC)CC)C.[C:19](Cl)(=[O:24])[C:20]([CH3:23])([CH3:22])[CH3:21]. Given the product [F:1][C:2]([F:10])([F:11])[C:3]1[CH:9]=[CH:8][C:6]([NH:7][C:19](=[O:24])[C:20]([CH3:23])([CH3:22])[CH3:21])=[CH:5][CH:4]=1, predict the reactants needed to synthesize it.